The task is: Predict the reactants needed to synthesize the given product.. This data is from Full USPTO retrosynthesis dataset with 1.9M reactions from patents (1976-2016). Given the product [CH:36]1([N:39]2[CH2:44][CH2:43][N:42]([C:28]([C:27]3[CH:26]=[C:25]([CH:33]=[CH:32][CH:31]=3)[CH2:24][N:3]3[CH:4]=[C:5]([C:8]4[O:12][N:11]=[C:10]([C:13]5[CH:18]=[CH:17][C:16]([O:19][C:20]([F:23])([F:22])[F:21])=[CH:15][CH:14]=5)[N:9]=4)[CH:6]=[CH:7][C:2]3=[O:1])=[O:29])[CH2:41][CH2:40]2)[CH2:38][CH2:37]1, predict the reactants needed to synthesize it. The reactants are: [O:1]=[C:2]1[CH:7]=[CH:6][C:5]([C:8]2[O:12][N:11]=[C:10]([C:13]3[CH:18]=[CH:17][C:16]([O:19][C:20]([F:23])([F:22])[F:21])=[CH:15][CH:14]=3)[N:9]=2)=[CH:4][N:3]1[CH2:24][C:25]1[CH:26]=[C:27]([CH:31]=[CH:32][CH:33]=1)[C:28](Cl)=[O:29].Cl.Cl.[CH:36]1([N:39]2[CH2:44][CH2:43][NH:42][CH2:41][CH2:40]2)[CH2:38][CH2:37]1.